This data is from Peptide-MHC class II binding affinity with 134,281 pairs from IEDB. The task is: Regression. Given a peptide amino acid sequence and an MHC pseudo amino acid sequence, predict their binding affinity value. This is MHC class II binding data. (1) The peptide sequence is TKIQYVIRAQLHVGA. The MHC is DRB1_0301 with pseudo-sequence DRB1_0301. The binding affinity (normalized) is 0.772. (2) The peptide sequence is LLKIWKNYMKIMNHL. The MHC is DRB1_1302 with pseudo-sequence DRB1_1302. The binding affinity (normalized) is 0.879. (3) The peptide sequence is KEAISPPDAASAAPL. The MHC is DRB4_0101 with pseudo-sequence DRB4_0103. The binding affinity (normalized) is 0.260. (4) The peptide sequence is PQNMVLTTQGSDDIR. The MHC is DRB1_0101 with pseudo-sequence DRB1_0101. The binding affinity (normalized) is 0.369. (5) The peptide sequence is SPEVIPMFSALSE. The MHC is HLA-DPA10103-DPB10301 with pseudo-sequence HLA-DPA10103-DPB10301. The binding affinity (normalized) is 0.410.